This data is from Peptide-MHC class II binding affinity with 134,281 pairs from IEDB. The task is: Regression. Given a peptide amino acid sequence and an MHC pseudo amino acid sequence, predict their binding affinity value. This is MHC class II binding data. (1) The peptide sequence is GIVVAWKVRLLPVPP. The MHC is HLA-DPA10103-DPB10301 with pseudo-sequence HLA-DPA10103-DPB10301. The binding affinity (normalized) is 0. (2) The peptide sequence is DVLREPHLYTFSFRN. The MHC is DRB1_0401 with pseudo-sequence DRB1_0401. The binding affinity (normalized) is 0.302. (3) The peptide sequence is KKEGNTSLLWNGPMAVS. The binding affinity (normalized) is 0.249. The MHC is HLA-DQA10501-DQB10302 with pseudo-sequence HLA-DQA10501-DQB10302.